Predict the reaction yield, written as a fraction of the theoretical maximum amount of product (1.0 means a 100% yield; for example, 0.34 means a 34% yield). From a dataset of Reaction yield outcomes from USPTO patents with 853,638 reactions. (1) The reactants are [CH:1]1([C:4]([NH:6][C:7]2[N:8]=[C:9]3[CH:14]=[CH:13][C:12]([O:15][C:16]4[CH:17]=[CH:18][C:19]([F:32])=[C:20]([NH:22][C:23]([C:25]5[N:29]([CH3:30])[N:28]=[C:27]([CH3:31])[CH:26]=5)=[O:24])[CH:21]=4)=[N:11][N:10]3[CH:33]=2)=[O:5])[CH2:3][CH2:2]1.[CH3:34][S:35]([OH:38])(=[O:37])=[O:36]. The catalyst is C(O)C. The yield is 0.260. The product is [CH3:34][S:35]([OH:38])(=[O:37])=[O:36].[CH:1]1([C:4]([NH:6][C:7]2[N:8]=[C:9]3[CH:14]=[CH:13][C:12]([O:15][C:16]4[CH:17]=[CH:18][C:19]([F:32])=[C:20]([NH:22][C:23]([C:25]5[N:29]([CH3:30])[N:28]=[C:27]([CH3:31])[CH:26]=5)=[O:24])[CH:21]=4)=[N:11][N:10]3[CH:33]=2)=[O:5])[CH2:3][CH2:2]1. (2) The reactants are [CH3:1][O:2][C:3]1[CH:4]=[C:5]2[C:9](=[CH:10][CH:11]=1)[N:8]([CH3:12])[C:7]([C:13]([O:15][CH2:16][CH3:17])=[O:14])=[CH:6]2.[C:18]([O-])(=O)C.[Na+].C[CH2:24][CH:25]([C:30]([O:32][CH2:33][CH3:34])=[O:31])[C:26]([O:28][CH3:29])=[O:27]. The catalyst is C(O)(=O)C.O.O.C([O-])(=O)C.[Mn+2].C([O-])(=O)C. The product is [CH2:16]([O:15][C:13]([C:7]1[N:8]([CH3:12])[C:9]2[C:5]([C:6]=1[C:25]([CH3:24])([C:26]([O:28][CH2:29][CH3:18])=[O:27])[C:30]([O:32][CH2:33][CH3:34])=[O:31])=[CH:4][C:3]([O:2][CH3:1])=[CH:11][CH:10]=2)=[O:14])[CH3:17]. The yield is 0.840. (3) The reactants are [CH2:1]([NH:3][C:4]1[CH:9]=[CH:8][CH:7]=[CH:6][CH:5]=1)[CH3:2].[H-].[Na+].[C:12]([O:15][CH2:16]Br)(=[O:14])[CH3:13]. The catalyst is CN(C=O)C. The product is [CH2:1]([N:3]([C:4]1[CH:9]=[CH:8][CH:7]=[CH:6][CH:5]=1)[CH2:13][C:12]([O:15][CH3:16])=[O:14])[CH3:2]. The yield is 0.960. (4) The reactants are Cl[C:2]1[CH:7]=[CH:6][N:5]=[CH:4][C:3]=1[N+:8]([O-:10])=[O:9].C(=O)([O-])[O-].[K+].[K+].[CH3:17][CH:18]([SH:20])[CH3:19].CCCCCC.CCOC(C)=O. The catalyst is CN(C=O)C.O.CCOC(C)=O. The product is [N+:8]([C:3]1[CH:4]=[N:5][CH:6]=[CH:7][C:2]=1[S:20][CH:18]([CH3:19])[CH3:17])([O-:10])=[O:9]. The yield is 0.370. (5) The product is [F:1][C:2]1[CH:7]=[CH:6][C:5]([NH:8][C:9](=[O:10])[NH:11][CH:12]2[CH2:13][CH2:14][N:15]([C:18]([O:20][C:21]([CH3:24])([CH3:23])[CH3:22])=[O:19])[CH2:16][CH2:17]2)=[CH:4][CH:3]=1. The catalyst is O1CCCC1. The yield is 0.476. The reactants are [F:1][C:2]1[CH:7]=[CH:6][C:5]([N:8]=[C:9]=[O:10])=[CH:4][CH:3]=1.[NH2:11][CH:12]1[CH2:17][CH2:16][N:15]([C:18]([O:20][C:21]([CH3:24])([CH3:23])[CH3:22])=[O:19])[CH2:14][CH2:13]1. (6) The reactants are [F:1][C:2]([F:15])([F:14])[C:3]([OH:13])([C:9]([F:12])([F:11])[F:10])[CH2:4][S:5]([O-:8])(=[O:7])=[O:6].[C:16]1([S+:22]([C:29]2[CH:34]=[CH:33][CH:32]=[CH:31][CH:30]=2)[C:23]2[CH:28]=[CH:27][CH:26]=[CH:25][CH:24]=2)[CH:21]=[CH:20][CH:19]=[CH:18][CH:17]=1.C(N(CC)CC)C.[C:42](Cl)(=[O:47])[C:43]([CH3:46])([CH3:45])[CH3:44]. The catalyst is CN(C)C1C=CN=CC=1.C(Cl)Cl. The product is [CH3:44][C:43]([CH3:46])([CH3:45])[C:42]([O:13][C:3]([C:2]([F:1])([F:14])[F:15])([C:9]([F:12])([F:10])[F:11])[CH2:4][S:5]([O-:8])(=[O:7])=[O:6])=[O:47].[C:29]1([S+:22]([C:16]2[CH:17]=[CH:18][CH:19]=[CH:20][CH:21]=2)[C:23]2[CH:28]=[CH:27][CH:26]=[CH:25][CH:24]=2)[CH:30]=[CH:31][CH:32]=[CH:33][CH:34]=1. The yield is 0.580. (7) The reactants are [N:1]1([C:7]2[C:8]3[N:16]=[C:15]([C:17]4[CH:18]=[N:19][CH:20]=[CH:21][CH:22]=4)[S:14][C:9]=3[N:10]=[C:11]([NH2:13])[N:12]=2)[CH2:6][CH2:5][NH:4][CH2:3][CH2:2]1.C(N(C(C)C)CC)(C)C.Cl[C:33]([O:35][C:36]1[CH:41]=[CH:40][C:39]([CH3:42])=[CH:38][CH:37]=1)=[O:34]. The catalyst is O1CCOCC1. The product is [NH2:13][C:11]1[N:12]=[C:7]([N:1]2[CH2:6][CH2:5][N:4]([C:33]([O:35][C:36]3[CH:41]=[CH:40][C:39]([CH3:42])=[CH:38][CH:37]=3)=[O:34])[CH2:3][CH2:2]2)[C:8]2[N:16]=[C:15]([C:17]3[CH:18]=[N:19][CH:20]=[CH:21][CH:22]=3)[S:14][C:9]=2[N:10]=1. The yield is 0.670.